The task is: Predict which catalyst facilitates the given reaction.. This data is from Catalyst prediction with 721,799 reactions and 888 catalyst types from USPTO. (1) Product: [C:1]([O:4][C:5]1[CH:6]=[CH:7][C:8]([C:11]2[CH:12]([C:26]3[CH:31]=[CH:30][CH:29]=[CH:28][CH:27]=3)[O:13][C:14]3[C:19]([CH:20]=2)=[CH:18][CH:17]=[C:16]([O:22][C:23](=[O:25])[CH3:24])[CH:15]=3)=[CH:9][CH:10]=1)(=[O:3])[CH3:2]. Reactant: [C:1]([O:4][C:5]1[CH:10]=[CH:9][C:8]([CH:11]2[CH:20](O)[C:19]3[C:14](=[CH:15][C:16]([O:22][C:23](=[O:25])[CH3:24])=[CH:17][CH:18]=3)[O:13][CH:12]2[C:26]2[CH:31]=[CH:30][CH:29]=[CH:28][CH:27]=2)=[CH:7][CH:6]=1)(=[O:3])[CH3:2].P(=O)(O)(O)O.C(=O)([O-])O.[Na+]. The catalyst class is: 11. (2) Reactant: Cl[C:2]1[CH:10]=[CH:9][C:8]([S:11]([CH3:14])(=[O:13])=[O:12])=[CH:7][C:3]=1[C:4]([OH:6])=[O:5].[OH-].[NH4+:16]. Product: [NH2:16][C:2]1[CH:10]=[CH:9][C:8]([S:11]([CH3:14])(=[O:13])=[O:12])=[CH:7][C:3]=1[C:4]([OH:6])=[O:5]. The catalyst class is: 536. (3) Reactant: ClC1C(C(O)=O)=CN=C2N(CC)N=CC=12.C([NH:23][C:24]([C:26]1[C:27]([Cl:37])=[C:28]2[CH:34]=[N:33][N:32]([CH2:35][CH3:36])[C:29]2=[N:30][CH:31]=1)=[O:25])C1C=CC=CC=1.N. Product: [Cl:37][C:27]1[C:26]([C:24]([NH2:23])=[O:25])=[CH:31][N:30]=[C:29]2[N:32]([CH2:35][CH3:36])[N:33]=[CH:34][C:28]=12. The catalyst class is: 523. (4) Reactant: [CH2:1]([NH:8][C:9]1[C:10]([C:28]([F:31])([F:30])[F:29])=[C:11]([CH:25]=[CH:26][CH:27]=1)[C:12]([NH:14][CH2:15][C:16]1[C:17](=[O:24])[NH:18][C:19]([CH3:23])=[CH:20][C:21]=1[CH3:22])=[O:13])[C:2]1[CH:7]=[CH:6][CH:5]=[CH:4][CH:3]=1.[C:32](O)(=O)[CH3:33].C(=O)C.C(O[BH-](OC(=O)C)OC(=O)C)(=O)C.[Na+].C([O-])(O)=O.[Na+]. Product: [CH2:1]([N:8]([CH2:32][CH3:33])[C:9]1[C:10]([C:28]([F:31])([F:29])[F:30])=[C:11]([CH:25]=[CH:26][CH:27]=1)[C:12]([NH:14][CH2:15][C:16]1[C:17](=[O:24])[NH:18][C:19]([CH3:23])=[CH:20][C:21]=1[CH3:22])=[O:13])[C:2]1[CH:3]=[CH:4][CH:5]=[CH:6][CH:7]=1. The catalyst class is: 325.